This data is from Full USPTO retrosynthesis dataset with 1.9M reactions from patents (1976-2016). The task is: Predict the reactants needed to synthesize the given product. Given the product [C:23]([O:27][C:28]([N:15]1[CH:13]2[CH2:12][CH2:11][CH:10]1[CH2:9][N:8]([CH2:1][C:2]1[CH:3]=[CH:4][CH:5]=[CH:6][CH:7]=1)[CH2:14]2)=[O:29])([CH3:26])([CH3:25])[CH3:24], predict the reactants needed to synthesize it. The reactants are: [CH2:1]([N:8]1[CH2:14][CH:13]2[NH:15][CH:10]([CH2:11][CH2:12]2)[CH2:9]1)[C:2]1[CH:7]=[CH:6][CH:5]=[CH:4][CH:3]=1.C(N(CC)CC)C.[C:23]([O:27][C:28](O[C:28]([O:27][C:23]([CH3:26])([CH3:25])[CH3:24])=[O:29])=[O:29])([CH3:26])([CH3:25])[CH3:24].